Task: Predict the reaction yield, written as a fraction of the theoretical maximum amount of product (1.0 means a 100% yield; for example, 0.34 means a 34% yield).. Dataset: Reaction yield outcomes from USPTO patents with 853,638 reactions (1) The reactants are [OH:1][C@@:2]1([C:9]#[C:10][C:11]2[CH:12]=[C:13]([N:17]3[C:25]4[C:20](=[CH:21][CH:22]=[C:23]([O:26][CH3:27])[CH:24]=4)[C:19]([C:28]([O:30]C)=O)=[N:18]3)[CH:14]=[CH:15][CH:16]=2)[CH2:6][CH2:5][N:4]([CH3:7])[C:3]1=[O:8].[NH3:32]. The catalyst is CO. The product is [OH:1][C@@:2]1([C:9]#[C:10][C:11]2[CH:12]=[C:13]([N:17]3[C:25]4[C:20](=[CH:21][CH:22]=[C:23]([O:26][CH3:27])[CH:24]=4)[C:19]([C:28]([NH2:32])=[O:30])=[N:18]3)[CH:14]=[CH:15][CH:16]=2)[CH2:6][CH2:5][N:4]([CH3:7])[C:3]1=[O:8]. The yield is 0.420. (2) The reactants are [CH3:1][C:2]1[C:10]([C:11]2[N:12]=[CH:13][C:14]([NH2:17])=[N:15][CH:16]=2)=[CH:9][C:8]2[CH2:7][CH2:6][O:5][C:4]=2[CH:3]=1.[F:18][C:19]1[CH:27]=[CH:26][CH:25]=[CH:24][C:20]=1[C:21](Cl)=[O:22]. No catalyst specified. The product is [F:18][C:19]1[CH:27]=[CH:26][CH:25]=[CH:24][C:20]=1[C:21]([NH:17][C:14]1[CH:13]=[N:12][C:11]([C:10]2[C:2]([CH3:1])=[CH:3][C:4]3[O:5][CH2:6][CH2:7][C:8]=3[CH:9]=2)=[CH:16][N:15]=1)=[O:22]. The yield is 0.649. (3) The reactants are [CH2:1]([N:8]1[C:12](=[O:13])[CH2:11][CH2:10][C@@H:9]1[C:14]([OH:16])=O)[C:2]1[CH:7]=[CH:6][CH:5]=[CH:4][CH:3]=1.ON1C2C=CC=CC=2N=N1.[NH2:27][CH:28]([CH2:34][C:35]1[CH:40]=[CH:39][CH:38]=[CH:37][CH:36]=1)[CH:29]([OH:33])[C:30]([NH2:32])=[O:31].Cl.CN(C)CCCN=C=NCC.CCN(C(C)C)C(C)C. The catalyst is C1COCC1.CN(C=O)C. The product is [NH2:32][C:30](=[O:31])[CH:29]([OH:33])[CH:28]([NH:27][C:14]([C@H:9]1[CH2:10][CH2:11][C:12](=[O:13])[N:8]1[CH2:1][C:2]1[CH:3]=[CH:4][CH:5]=[CH:6][CH:7]=1)=[O:16])[CH2:34][C:35]1[CH:36]=[CH:37][CH:38]=[CH:39][CH:40]=1. The yield is 0.920. (4) The reactants are Br[C:2]1[CH:11]=[C:10]2[C:5]([CH2:6][CH2:7][C:8](=[O:12])[CH2:9]2)=[CH:4][CH:3]=1.[CH3:13][N:14](CCN(C)C)C. The catalyst is CN(C=O)C.[C-]#N.[C-]#N.[Zn+2].C1C=CC(/C=C/C(/C=C/C2C=CC=CC=2)=O)=CC=1.C1C=CC(/C=C/C(/C=C/C2C=CC=CC=2)=O)=CC=1.C1C=CC(/C=C/C(/C=C/C2C=CC=CC=2)=O)=CC=1.[Pd].[Pd].CC1(C)C2C(=C(P(C3C=CC=CC=3)C3C=CC=CC=3)C=CC=2)OC2C(P(C3C=CC=CC=3)C3C=CC=CC=3)=CC=CC1=2. The product is [O:12]=[C:8]1[CH2:9][C:10]2[CH:11]=[C:2]([C:13]#[N:14])[CH:3]=[CH:4][C:5]=2[CH2:6][CH2:7]1. The yield is 0.400. (5) The reactants are [N+:1]([C:4]1[CH:5]=[C:6]2[C:10](=[CH:11][CH:12]=1)[NH:9][C:8](=[O:13])[C:7]2=O)([O-:3])=[O:2].[CH:15]1[C:20]([NH:21][NH2:22])=[CH:19][CH:18]=[C:17]([S:23]([NH2:26])(=[O:25])=[O:24])[CH:16]=1.Cl. No catalyst specified. The product is [N+:1]([C:4]1[CH:5]=[C:6]2[C:10](=[CH:11][CH:12]=1)[NH:9][C:8](=[O:13])[C:7]2=[N:22][NH:21][C:20]1[CH:19]=[CH:18][C:17]([S:23]([NH2:26])(=[O:24])=[O:25])=[CH:16][CH:15]=1)([O-:3])=[O:2]. The yield is 0.940. (6) The reactants are [N+:1]([C:4]1[CH:5]=[C:6]([CH:8]=[CH:9][CH:10]=1)[NH2:7])([O-:3])=[O:2].C(N(CC)CC)C.[F:18][C:19]([F:36])([F:35])[C:20]1[CH:25]=[CH:24][C:23]([C:26]2[C:27]([C:32](Cl)=[O:33])=[CH:28][CH:29]=[CH:30][CH:31]=2)=[CH:22][CH:21]=1. The catalyst is C1COCC1. The product is [N+:1]([C:4]1[CH:5]=[C:6]([NH:7][C:32]([C:27]2[C:26]([C:23]3[CH:24]=[CH:25][C:20]([C:19]([F:18])([F:35])[F:36])=[CH:21][CH:22]=3)=[CH:31][CH:30]=[CH:29][CH:28]=2)=[O:33])[CH:8]=[CH:9][CH:10]=1)([O-:3])=[O:2]. The yield is 1.00. (7) The reactants are [O:1]=[C:2]1[N:6]([C:7]2[CH:12]=[CH:11][CH:10]=[C:9]([C:13]([F:16])([F:15])[F:14])[CH:8]=2)[CH2:5][CH:4]([C:17]([OH:19])=O)[CH2:3]1.C(N1C=CN=C1)(N1C=CN=C1)=O.Cl.[CH3:33][NH:34][O:35][CH3:36].C(N(CC)CC)C. The catalyst is C(Cl)Cl.O. The product is [CH3:36][O:35][N:34]([CH3:33])[C:17]([CH:4]1[CH2:3][C:2](=[O:1])[N:6]([C:7]2[CH:12]=[CH:11][CH:10]=[C:9]([C:13]([F:14])([F:15])[F:16])[CH:8]=2)[CH2:5]1)=[O:19]. The yield is 0.830. (8) The reactants are CO[C:3]1[CH:4]=[C:5]2[C:10](=[CH:11][CH:12]=1)[CH:9]=[N:8][C:7]([C:13]([OH:15])=[O:14])=[CH:6]2.N1C=CN=C1N[C:22](C1C2NC(N)=NC=2C=CC=1)=[O:23].[CH3:34]N(C(ON1N=NC2C=CC=CC1=2)=[N+](C)C)C.F[P-](F)(F)(F)(F)F.CCN(C(C)C)C(C)C. The catalyst is CN(C=O)C. The product is [CH3:34][O:15][C:13]([C:7]1[N:8]=[CH:9][C:10]2[C:5]([CH:6]=1)=[CH:4][CH:3]=[CH:12][C:11]=2[O:23][CH3:22])=[O:14]. The yield is 0.500. (9) The reactants are [Br:1][C:2]1[CH:3]=[C:4]2[C:9](Cl)=[C:8]([C:11]([NH2:13])=[O:12])[CH:7]=[N:6][N:5]2[CH:14]=1.[NH2:15][C@H:16]1[C@@H:20]([CH2:21][F:22])[CH2:19][N:18]([C:23]([O:25][CH2:26][C:27]2[CH:32]=[CH:31][CH:30]=[CH:29][CH:28]=2)=[O:24])[CH2:17]1.CCN(C(C)C)C(C)C. The catalyst is CN(C=O)C. The product is [Br:1][C:2]1[CH:3]=[C:4]2[C:9]([NH:15][C@H:16]3[C@@H:20]([CH2:21][F:22])[CH2:19][N:18]([C:23]([O:25][CH2:26][C:27]4[CH:32]=[CH:31][CH:30]=[CH:29][CH:28]=4)=[O:24])[CH2:17]3)=[C:8]([C:11](=[O:12])[NH2:13])[CH:7]=[N:6][N:5]2[CH:14]=1. The yield is 0.800.